This data is from Full USPTO retrosynthesis dataset with 1.9M reactions from patents (1976-2016). The task is: Predict the reactants needed to synthesize the given product. (1) Given the product [Si:24]([O:13][CH2:12][C:5]1[C:4]([N+:1]([O-:3])=[O:2])=[C:9]([CH2:10][OH:11])[CH:8]=[CH:7][CH:6]=1)([C:27]([CH3:30])([CH3:29])[CH3:28])([CH3:26])[CH3:25], predict the reactants needed to synthesize it. The reactants are: [N+:1]([C:4]1[C:9]([CH2:10][OH:11])=[CH:8][CH:7]=[CH:6][C:5]=1[CH2:12][OH:13])([O-:3])=[O:2].CN(C=O)C.N1C=CN=C1.[Si:24](Cl)([C:27]([CH3:30])([CH3:29])[CH3:28])([CH3:26])[CH3:25]. (2) Given the product [CH2:33]([N:29]1[CH2:30][CH2:31][C:25]2[N:24]=[C:23]([C:18]3[C:17]4[C:21](=[CH:22][C:14]([C:7]5[C:6]([CH2:4][CH3:5])=[CH:11][C:10]([OH:12])=[C:9]([F:13])[CH:8]=5)=[CH:15][CH:16]=4)[NH:20][N:19]=3)[NH:32][C:26]=2[CH2:27][CH2:28]1)[C:34]1[CH:39]=[CH:38][CH:37]=[CH:36][CH:35]=1, predict the reactants needed to synthesize it. The reactants are: Br.Br.Br.[CH2:4]([C:6]1[C:7]([C:14]2[CH:22]=[C:21]3[C:17]([C:18]([C:23]4[NH:32][C:26]5[CH2:27][CH2:28][NH:29][CH2:30][CH2:31][C:25]=5[N:24]=4)=[N:19][NH:20]3)=[CH:16][CH:15]=2)=[CH:8][C:9]([F:13])=[C:10]([OH:12])[CH:11]=1)[CH3:5].[CH2:33](Br)[C:34]1[CH:39]=[CH:38][CH:37]=[CH:36][CH:35]=1.CCN(C(C)C)C(C)C. (3) Given the product [C:1]([C:4]1[CH:13]=[CH:12][C:7]2[N:8]([CH2:20][CH3:21])[C:9](=[O:11])[S:10][C:6]=2[CH:5]=1)(=[O:3])[CH3:2], predict the reactants needed to synthesize it. The reactants are: [C:1]([C:4]1[CH:13]=[CH:12][C:7]2[NH:8][C:9](=[O:11])[S:10][C:6]=2[CH:5]=1)(=[O:3])[CH3:2].C([O-])([O-])=O.[K+].[K+].[CH2:20](I)[CH3:21]. (4) Given the product [F:19][C:20]1[CH:25]=[CH:24][C:23]([S:26][CH:10]=[CH:9][C:8](=[N:7][C:1]2[CH:6]=[CH:5][CH:4]=[CH:3][CH:2]=2)[S:11][CH2:12][CH:13]2[CH2:18][CH2:17][CH2:16][CH2:15][CH2:14]2)=[CH:22][CH:21]=1, predict the reactants needed to synthesize it. The reactants are: [C:1]1([N:7]=[C:8]([S:11][CH2:12][CH:13]2[CH2:18][CH2:17][CH2:16][CH2:15][CH2:14]2)[C:9]#[CH:10])[CH:6]=[CH:5][CH:4]=[CH:3][CH:2]=1.[F:19][C:20]1[CH:25]=[CH:24][C:23]([SH:26])=[CH:22][CH:21]=1. (5) Given the product [NH2:1][CH2:2][C@@H:3]([CH3:4])[O:5][C:22]1[CH:21]=[CH:20][CH:19]=[C:18]2[C:23]=1[C:14]([NH:13][C:11]1[CH:10]=[CH:9][C:8]([OH:25])=[C:7]([Cl:6])[CH:12]=1)=[N:15][CH:16]=[N:17]2, predict the reactants needed to synthesize it. The reactants are: [NH2:1][CH2:2][C@H:3]([OH:5])[CH3:4].[Cl:6][C:7]1[CH:12]=[C:11]([NH:13][C:14]2[C:23]3[C:18](=[CH:19][CH:20]=[CH:21][C:22]=3F)[N:17]=[CH:16][N:15]=2)[CH:10]=[CH:9][C:8]=1[OH:25].ClC1C=C(NC2C3C(=CC=CC=3OCCNC)N=CN=2)C=CC=1OCC1C=CC=CN=1. (6) Given the product [C:1]([O:7][CH2:8][C@H:9]([C:15]1[C:16]([Br:30])=[C:17]2[C:22](=[CH:23][C:24]=1[CH3:25])[NH:21][C:20](=[O:26])[CH:19]=[CH:18]2)[O:10][C:11]([CH3:14])([CH3:13])[CH3:12])(=[O:6])[C:2]([CH3:3])([CH3:4])[CH3:5], predict the reactants needed to synthesize it. The reactants are: [C:1]([O:7][CH2:8][C@H:9]([C:15]1[C:16]([Br:30])=[C:17]2[C:22](=[CH:23][C:24]=1[CH3:25])[N:21]=[C:20]([O:26]C(=O)C)[CH:19]=[CH:18]2)[O:10][C:11]([CH3:14])([CH3:13])[CH3:12])(=[O:6])[C:2]([CH3:5])([CH3:4])[CH3:3].CN.